From a dataset of Human liver microsome stability data. Regression/Classification. Given a drug SMILES string, predict its absorption, distribution, metabolism, or excretion properties. Task type varies by dataset: regression for continuous measurements (e.g., permeability, clearance, half-life) or binary classification for categorical outcomes (e.g., BBB penetration, CYP inhibition). Dataset: hlm. The drug is CCCc1cnc(N2CCC(Oc3ccn(-c4ccc(N5CCC(O)C5=O)c(C)n4)c(=O)c3)CC2)nc1. The result is 0 (unstable in human liver microsomes).